Task: Predict the reaction yield, written as a fraction of the theoretical maximum amount of product (1.0 means a 100% yield; for example, 0.34 means a 34% yield).. Dataset: Reaction yield outcomes from USPTO patents with 853,638 reactions (1) The reactants are [CH2:1]([O:3][C:4]([C:6]1[CH:10]=[C:9]([C:11]2[CH:15]=[CH:14][N:13](S(C3C=CC=CC=3)(=O)=O)[CH:12]=2)[N:8]([C:25]2[CH:26]=[N:27][C:28]([CH3:31])=[CH:29][CH:30]=2)[N:7]=1)=[O:5])[CH3:2].[O-]CC.[Na+].C(O)C.Cl.C(O)C. The catalyst is C(O)C. The product is [CH2:1]([O:3][C:4]([C:6]1[CH:10]=[C:9]([C:11]2[CH:15]=[CH:14][NH:13][CH:12]=2)[N:8]([C:25]2[CH:26]=[N:27][C:28]([CH3:31])=[CH:29][CH:30]=2)[N:7]=1)=[O:5])[CH3:2]. The yield is 0.400. (2) The reactants are [F:1][C:2]1[CH:7]=[CH:6][C:5]([OH:8])=[CH:4][C:3]=1[C:9]([F:12])([F:11])[F:10].F[C:14]1[CH:21]=[CH:20][C:19]([CH:22]=[O:23])=[CH:18][C:15]=1[C:16]#[N:17].C([O-])([O-])=O.[K+].[K+]. The catalyst is CN(C=O)C.CC(=O)OCC. The product is [F:1][C:2]1[CH:7]=[CH:6][C:5]([O:8][C:14]2[CH:21]=[CH:20][C:19]([CH:22]=[O:23])=[CH:18][C:15]=2[C:16]#[N:17])=[CH:4][C:3]=1[C:9]([F:10])([F:11])[F:12]. The yield is 1.01. (3) The reactants are [CH3:1][O:2][C:3]1[CH:4]=[C:5]2[C:10](=[CH:11][C:12]=1[O:13][CH3:14])[N:9]=[CH:8][N:7]=[C:6]2[O:15][C:16]1[CH:22]=[CH:21][C:19]([NH2:20])=[C:18]([F:23])[CH:17]=1.ClC(Cl)(O[C:28](=[O:34])OC(Cl)(Cl)Cl)Cl.[CH:36]([NH2:40])([CH2:38][CH3:39])[CH3:37].CO. The catalyst is C(Cl)(Cl)Cl.C(N(CC)CC)C. The product is [CH:36]([NH:40][C:28]([NH:20][C:19]1[CH:21]=[CH:22][C:16]([O:15][C:6]2[C:5]3[C:10](=[CH:11][C:12]([O:13][CH3:14])=[C:3]([O:2][CH3:1])[CH:4]=3)[N:9]=[CH:8][N:7]=2)=[CH:17][C:18]=1[F:23])=[O:34])([CH2:38][CH3:39])[CH3:37]. The yield is 0.180. (4) The reactants are [I:1][C:2]([I:34])=[CH:3][C@@H:4]1[O:8][C:7]([CH3:10])([CH3:9])[O:6][C@@H:5]1[CH:11]([OH:33])[CH2:12][O:13][C:14]([C:27]1[CH:32]=[CH:31][CH:30]=[CH:29][CH:28]=1)([C:21]1[CH:26]=[CH:25][CH:24]=[CH:23][CH:22]=1)[C:15]1[CH:20]=[CH:19][CH:18]=[CH:17][CH:16]=1.[Cr](O[Cr]([O-])(=O)=O)([O-])(=O)=O.[NH+]1C=CC=CC=1.[NH+]1C=CC=CC=1. The catalyst is ClCCl. The product is [I:34][C:2]([I:1])=[CH:3][C@@H:4]1[O:8][C:7]([CH3:10])([CH3:9])[O:6][C@@H:5]1[C:11](=[O:33])[CH2:12][O:13][C:14]([C:27]1[CH:32]=[CH:31][CH:30]=[CH:29][CH:28]=1)([C:15]1[CH:20]=[CH:19][CH:18]=[CH:17][CH:16]=1)[C:21]1[CH:26]=[CH:25][CH:24]=[CH:23][CH:22]=1. The yield is 0.670. (5) The reactants are [Cl:1][C:2]1[CH:7]=[C:6]([N+:8]([O-])=O)[CH:5]=[C:4]([Cl:11])[C:3]=1[S:12][C:13]1[CH:18]=[CH:17][CH:16]=[CH:15][CH:14]=1.[Cl-].[NH4+].CO. The catalyst is [Fe].O. The product is [Cl:1][C:2]1[CH:7]=[C:6]([CH:5]=[C:4]([Cl:11])[C:3]=1[S:12][C:13]1[CH:18]=[CH:17][CH:16]=[CH:15][CH:14]=1)[NH2:8]. The yield is 0.820. (6) The reactants are [CH2:1]1[CH:10]2[CH:5]([CH2:6][CH2:7][CH2:8][CH2:9]2)[CH2:4][CH2:3][NH:2]1.C(N(CC)CC)C.[CH3:18][S:19](Cl)=[O:20]. The catalyst is ClCCl. The product is [CH3:18][S:19]([N:2]1[CH2:3][CH2:4][CH:5]2[CH:10]([CH2:9][CH2:8][CH2:7][CH2:6]2)[CH2:1]1)=[O:20]. The yield is 0.600.